Predict the reactants needed to synthesize the given product. From a dataset of Full USPTO retrosynthesis dataset with 1.9M reactions from patents (1976-2016). (1) Given the product [CH:10]([O:2][C:1]1[CH:8]=[CH:7][C:5]([OH:6])=[CH:4][CH:3]=1)([CH3:12])[CH3:11], predict the reactants needed to synthesize it. The reactants are: [C:1]1([CH:8]=[CH:7][C:5]([OH:6])=[CH:4][CH:3]=1)[OH:2].I[CH:10]([CH3:12])[CH3:11].[OH-].[K+]. (2) Given the product [Cl:13][C:14]1[CH:19]=[CH:18][C:17]([NH:20][C:21]([C:1]2([C:10]([OH:12])=[O:11])[C:9]3[C:4](=[CH:5][CH:6]=[CH:7][CH:8]=3)[CH2:3][NH:2]2)=[O:22])=[CH:16][CH:15]=1, predict the reactants needed to synthesize it. The reactants are: [CH:1]1([C:10]([OH:12])=[O:11])[C:9]2[C:4](=[CH:5][CH:6]=[CH:7][CH:8]=2)[CH2:3][NH:2]1.[Cl:13][C:14]1[CH:19]=[CH:18][C:17]([N:20]=[C:21]=[O:22])=[CH:16][CH:15]=1. (3) Given the product [F:1][C:2]1[CH:3]=[C:4]([C:9]2([C:15]([NH2:16])=[O:18])[CH2:14][CH2:13][CH2:12][CH2:11][CH2:10]2)[CH:5]=[C:6]([F:8])[CH:7]=1, predict the reactants needed to synthesize it. The reactants are: [F:1][C:2]1[CH:3]=[C:4]([C:9]2([C:15]#[N:16])[CH2:14][CH2:13][CH2:12][CH2:11][CH2:10]2)[CH:5]=[C:6]([F:8])[CH:7]=1.C([O-])([O-])=[O:18].[K+].[K+].OO. (4) Given the product [C:6]([N:8]1[CH2:12][C:11](=[N:13][O:14][CH2:15][C:16]2[CH:21]=[CH:20][C:19]([Cl:22])=[C:18]([Cl:23])[CH:17]=2)[CH2:10][C@H:9]1[C:24]([NH:42][CH2:41][C:31]1[C:40]2[C:35](=[CH:36][CH:37]=[CH:38][CH:39]=2)[CH:34]=[CH:33][CH:32]=1)=[O:26])(=[O:7])[CH3:27], predict the reactants needed to synthesize it. The reactants are: C(O[C:6]([N:8]1[CH2:12][C:11](=[N:13][O:14][CH2:15][C:16]2[CH:21]=[CH:20][C:19]([Cl:22])=[C:18]([Cl:23])[CH:17]=2)[CH2:10][C@H:9]1[C:24]([OH:26])=O)=[O:7])(C)(C)C.[C:27](Cl)(=O)C.[C:31]1([CH2:41][NH2:42])[C:40]2[C:35](=[CH:36][CH:37]=[CH:38][CH:39]=2)[CH:34]=[CH:33][CH:32]=1. (5) Given the product [NH2:13][SiH:2]1[N:6]([CH:7]([CH3:9])[CH3:8])[CH:5]=[CH:4][N:3]1[CH:10]([CH3:12])[CH3:11], predict the reactants needed to synthesize it. The reactants are: Cl[SiH:2]1[N:6]([CH:7]([CH3:9])[CH3:8])[CH:5]=[CH:4][N:3]1[CH:10]([CH3:12])[CH3:11].[NH3:13]. (6) Given the product [C:36]([C@@H:37]([NH:38][C:52]([CH2:53][CH2:54][CH2:55][CH2:56][CH2:57][N:58]1[CH:62]=[C:61]([C:63]2[CH:68]=[CH:67][C:66]([Cl:69])=[CH:65][C:64]=2[Cl:70])[N:60]=[C:59]1[C@@H:71]([NH:80][C:81]([C@H:83]1[CH2:84][CH2:85][C@H:86]([CH2:89][CH3:90])[CH2:87][CH2:88]1)=[O:82])[CH2:72][C:73]1[CH:74]=[CH:75][C:76]([O:79][C:95]2[CH:104]=[CH:103][C:98]([C:99]([OH:101])=[O:100])=[CH:97][CH:96]=2)=[CH:77][CH:78]=1)=[O:91])[CH2:39][CH2:40][S:41][CH3:42])([OH:35])=[O:43], predict the reactants needed to synthesize it. The reactants are: ClC1C=C(Cl)C=CC=1C1N=C([C@@H](NC([C@H]2CC[C@H](CC)CC2)=O)CC2C=CC(O)=CC=2)NC=1.C[O:35][C:36](=[O:43])[C@H:37]([CH2:39][CH2:40][S:41][CH3:42])[NH2:38].COC(=O)[C@](S)(N[C:52](=[O:91])[CH2:53][CH2:54][CH2:55][CH2:56][CH2:57][N:58]1[CH:62]=[C:61]([C:63]2[CH:68]=[CH:67][C:66]([Cl:69])=[CH:65][C:64]=2[Cl:70])[N:60]=[C:59]1[C@@H:71]([NH:80][C:81]([CH:83]1[CH2:88][CH2:87][CH:86]([CH2:89][CH3:90])[CH2:85][CH2:84]1)=[O:82])[CH2:72][C:73]1[CH:78]=[CH:77][C:76]([OH:79])=[CH:75][CH:74]=1)CCC.I[C:95]1[CH:104]=[CH:103][C:98]([C:99]([O:101]C)=[O:100])=[CH:97][CH:96]=1. (7) Given the product [Cl:21][C:22]1[CH:23]=[C:24]([C@H:28]([NH:30][CH:17]2[CH2:18][CH2:19][C@H:15]([C:12]3[CH:13]=[CH:14][C:9]([C:7]([N:1]4[CH2:6][CH2:5][O:4][CH2:3][CH2:2]4)=[O:8])=[CH:10][CH:11]=3)[CH2:16]2)[CH3:29])[CH:25]=[CH:26][CH:27]=1, predict the reactants needed to synthesize it. The reactants are: [N:1]1([C:7]([C:9]2[CH:14]=[CH:13][C:12]([C@H:15]3[CH2:19][CH2:18][C:17](=O)[CH2:16]3)=[CH:11][CH:10]=2)=[O:8])[CH2:6][CH2:5][O:4][CH2:3][CH2:2]1.[Cl:21][C:22]1[CH:23]=[C:24]([C@H:28]([NH2:30])[CH3:29])[CH:25]=[CH:26][CH:27]=1.